From a dataset of Reaction yield outcomes from USPTO patents with 853,638 reactions. Predict the reaction yield, written as a fraction of the theoretical maximum amount of product (1.0 means a 100% yield; for example, 0.34 means a 34% yield). (1) The reactants are [S:1]1[CH:5]=[CH:4][C:3]2[CH:6]=[C:7]([CH:10]3[C:19]4[C:14](=[CH:15][CH:16]=[CH:17][CH:18]=4)[CH2:13][NH:12][CH2:11]3)[CH:8]=[CH:9][C:2]1=2.Cl.[CH3:21][N:22]([CH3:26])[CH2:23][CH2:24]Cl.[C:27](=[O:30])([O-:29])[O-].[Cs+].[Cs+].[C:33]([O:36]CC)(=[O:35])C. The catalyst is CN(C=O)C. The product is [C:33]([OH:36])(=[O:35])/[CH:23]=[CH:24]/[C:27]([OH:29])=[O:30].[S:1]1[CH:5]=[CH:4][C:3]2[CH:6]=[C:7]([CH:10]3[C:19]4[C:14](=[CH:15][CH:16]=[CH:17][CH:18]=4)[CH2:13][N:12]([CH2:24][CH2:23][N:22]([CH3:26])[CH3:21])[CH2:11]3)[CH:8]=[CH:9][C:2]1=2. The yield is 0.0200. (2) The catalyst is C1COCC1. The reactants are [OH-].[Na+].[F:3][C:4]1[CH:5]=[CH:6][C:7]2[S:11][C:10]([NH:12][C:13]3[CH:18]=[CH:17][C:16]([C:19]4[CH:24]=[CH:23][C:22]([C:25]([C@@H:27]5[CH2:31][CH2:30][CH2:29][C@H:28]5[C:32]([O:34]C)=[O:33])=[O:26])=[CH:21][CH:20]=4)=[CH:15][CH:14]=3)=[N:9][C:8]=2[CH:36]=1.CO. The product is [F:3][C:4]1[CH:5]=[CH:6][C:7]2[S:11][C:10]([NH:12][C:13]3[CH:14]=[CH:15][C:16]([C:19]4[CH:24]=[CH:23][C:22]([C:25]([C@@H:27]5[CH2:31][CH2:30][CH2:29][C@H:28]5[C:32]([OH:34])=[O:33])=[O:26])=[CH:21][CH:20]=4)=[CH:17][CH:18]=3)=[N:9][C:8]=2[CH:36]=1. The yield is 0.840. (3) The reactants are Cl[C:2]1[CH:7]=[C:6]([C:8]2[CH:13]=[C:12]([Br:14])[CH:11]=[CH:10][C:9]=2[O:15][CH2:16][CH3:17])[N:5]=[C:4]([NH2:18])[N:3]=1.[NH2:19][C:20]1[CH:25]=[CH:24][C:23]([C:26](=[O:31])[C:27]([F:30])([F:29])[F:28])=[CH:22][CH:21]=1. No catalyst specified. The product is [NH2:18][C:4]1[N:3]=[C:2]([NH:19][C:20]2[CH:25]=[CH:24][C:23]([C:26](=[O:31])[C:27]([F:28])([F:29])[F:30])=[CH:22][CH:21]=2)[CH:7]=[C:6]([C:8]2[CH:13]=[C:12]([Br:14])[CH:11]=[CH:10][C:9]=2[O:15][CH2:16][CH3:17])[N:5]=1. The yield is 0.280. (4) The product is [Cl:1][C:2]1[C:3]([O:12][C:13]2[CH:18]=[C:17]([O:19][CH2:20][CH2:21][O:22][CH3:23])[CH:16]=[CH:15][C:14]=2/[CH:24]=[CH:25]/[C:26]([NH:46][S:43]([C:42]([F:48])([F:47])[F:41])(=[O:45])=[O:44])=[O:27])=[N:4][CH:5]=[C:6]([C:8]([F:10])([F:9])[F:11])[CH:7]=1. The yield is 0.390. The catalyst is C(#N)C.CN(C)C1C=CN=CC=1.C(OCC)(=O)C. The reactants are [Cl:1][C:2]1[C:3]([O:12][C:13]2[CH:18]=[C:17]([O:19][CH2:20][CH2:21][O:22][CH3:23])[CH:16]=[CH:15][C:14]=2/[CH:24]=[CH:25]/[C:26](O)=[O:27])=[N:4][CH:5]=[C:6]([C:8]([F:11])([F:10])[F:9])[CH:7]=1.Cl.C(N=C=NCCCN(C)C)C.[F:41][C:42]([F:48])([F:47])[S:43]([NH2:46])(=[O:45])=[O:44].Cl. (5) The reactants are Br[C:2]1[CH:20]=[CH:19][C:5]2[CH:6]([CH2:10][NH:11][C:12](=[O:18])[O:13][C:14]([CH3:17])([CH3:16])[CH3:15])[CH2:7][CH2:8][O:9][C:4]=2[CH:3]=1.[CH3:21][NH:22][CH2:23][C:24]1[CH:29]=[CH:28][CH:27]=[CH:26][CH:25]=1.C([O-])([O-])=O.[Cs+].[Cs+]. The catalyst is C1(C)C=CC=CC=1.CC([O-])=O.CC([O-])=O.[Pd+2].C1C=CC(P(C2C(C3C(P(C4C=CC=CC=4)C4C=CC=CC=4)=CC=C4C=3C=CC=C4)=C3C(C=CC=C3)=CC=2)C2C=CC=CC=2)=CC=1. The product is [CH2:23]([N:22]([CH3:21])[C:2]1[CH:20]=[CH:19][C:5]2[CH:6]([CH2:10][NH:11][C:12](=[O:18])[O:13][C:14]([CH3:17])([CH3:16])[CH3:15])[CH2:7][CH2:8][O:9][C:4]=2[CH:3]=1)[C:24]1[CH:29]=[CH:28][CH:27]=[CH:26][CH:25]=1. The yield is 0.650. (6) The reactants are [O:1]1CCO[CH:2]1[C:6]1[CH:7]=[C:8]([CH:19]=[CH:20][C:21]=1[F:22])[CH2:9][N:10]1[CH2:15][CH2:14][N:13]([CH:16]([CH3:18])[CH3:17])[CH2:12][CH2:11]1.Cl. The catalyst is C(Cl)Cl. The product is [F:22][C:21]1[CH:20]=[CH:19][C:8]([CH2:9][N:10]2[CH2:11][CH2:12][N:13]([CH:16]([CH3:18])[CH3:17])[CH2:14][CH2:15]2)=[CH:7][C:6]=1[CH:2]=[O:1]. The yield is 0.960. (7) The reactants are [CH:1]([C:3]1[CH:4]=[N:5][N:6]([CH3:19])[C:7]=1[C:8]1[CH:9]=[C:10]([C:15]([O:17][CH3:18])=[O:16])[S:11][C:12]=1[CH2:13][CH3:14])=[CH2:2]. The catalyst is CO.[Pd]. The product is [CH2:13]([C:12]1[S:11][C:10]([C:15]([O:17][CH3:18])=[O:16])=[CH:9][C:8]=1[C:7]1[N:6]([CH3:19])[N:5]=[CH:4][C:3]=1[CH2:1][CH3:2])[CH3:14]. The yield is 0.950. (8) The reactants are [CH3:1][S-:2].[Na+].[CH:4]1([C:7]2[N:12]=[C:11](Cl)[C:10]([Cl:14])=[C:9]([C:15]([O:17][CH3:18])=[O:16])[N:8]=2)[CH2:6][CH2:5]1. The catalyst is CO. The product is [Cl:14][C:10]1[C:11]([S:2][CH3:1])=[N:12][C:7]([CH:4]2[CH2:6][CH2:5]2)=[N:8][C:9]=1[C:15]([O:17][CH3:18])=[O:16]. The yield is 0.800.